Dataset: Forward reaction prediction with 1.9M reactions from USPTO patents (1976-2016). Task: Predict the product of the given reaction. Given the reactants B(C1CCCCC1)C1CCCCC1.[CH3:14][C:15]([CH3:19])([CH3:18])[C:16]#[CH:17].[Zn](CC)CC.[CH:25](=[O:30])[CH2:26][CH:27]([CH3:29])[CH3:28].CC([O:34]C([C@H](O)[C@@H](O)C(OC(C)C)=O)=O)C, predict the reaction product. The product is: [C:15]([CH:16]1[O:34][CH:17]1[CH:25]([OH:30])[CH2:26][CH:27]([CH3:29])[CH3:28])([CH3:19])([CH3:18])[CH3:14].